From a dataset of Catalyst prediction with 721,799 reactions and 888 catalyst types from USPTO. Predict which catalyst facilitates the given reaction. (1) The catalyst class is: 6. Product: [CH2:1]([O:8][C:9]1[C:14]([CH2:15][C:16]([OH:18])=[O:17])=[CH:13][N:12]=[C:11]([N:21]2[CH:25]=[CH:24][CH:23]=[N:22]2)[N:10]=1)[C:2]1[CH:3]=[CH:4][CH:5]=[CH:6][CH:7]=1. Reactant: [CH2:1]([O:8][C:9]1[C:14]([CH2:15][C:16]([O:18]CC)=[O:17])=[CH:13][N:12]=[C:11]([N:21]2[CH:25]=[CH:24][CH:23]=[N:22]2)[N:10]=1)[C:2]1[CH:7]=[CH:6][CH:5]=[CH:4][CH:3]=1. (2) Reactant: [CH3:1][O:2][C:3]1[CH:8]=[C:7]([CH3:9])[CH:6]=[C:5]([C:10]2[C:11]([OH:17])=[CH:12][CH:13]=[C:14]([CH3:16])[CH:15]=2)[C:4]=1[OH:18].N1[CH:24]=[CH:23][CH:22]=[CH:21][CH:20]=1.Cl[P:26]1[O:32][C:31]2[CH:33]=[CH:34][CH:35]=[CH:36][C:30]=2[C:29]2[CH:37]=[CH:38][CH:39]=[CH:40][C:28]=2[O:27]1. Product: [CH3:1][O:2][C:3]1[C:4]([O:18][P:26]2[O:32][C:31]3[CH:33]=[CH:34][CH:35]=[CH:36][C:30]=3[C:29]3[CH:37]=[CH:38][CH:39]=[CH:40][C:28]=3[O:27]2)=[C:5]([C:10]2[CH:15]=[C:14]([CH3:16])[CH:13]=[CH:12][C:11]=2[O:17][P:26]2[O:32][C:23]3[CH:24]=[CH:31][CH:33]=[CH:34][C:22]=3[C:21]3[CH:40]=[CH:28][CH:29]=[CH:30][C:20]=3[O:27]2)[CH:6]=[C:7]([CH3:9])[CH:8]=1. The catalyst class is: 11. (3) Reactant: ClC(Cl)(Cl)CO[C:5](=[O:18])[NH:6][C:7]1[CH:12]=[CH:11][C:10]([C:13](=[O:17])[N:14]([CH3:16])[CH3:15])=[CH:9][CH:8]=1.[Br:21][C:22]1[CH:28]=[CH:27][C:25]([NH2:26])=[CH:24][C:23]=1[F:29]. Product: [Br:21][C:22]1[CH:28]=[CH:27][C:25]([NH:26][C:5](=[O:18])[NH:6][C:7]2[CH:8]=[CH:9][C:10]([C:13]([N:14]([CH3:15])[CH3:16])=[O:17])=[CH:11][CH:12]=2)=[CH:24][C:23]=1[F:29]. The catalyst class is: 11. (4) Reactant: [F:1][C:2]1[CH:3]=[C:4]([O:8][CH:9]2[CH2:14][CH2:13][N:12](C(OC(C)(C)C)=O)[CH2:11][CH2:10]2)[CH:5]=[CH:6][CH:7]=1.C(O)(C(F)(F)F)=O. Product: [F:1][C:2]1[CH:3]=[C:4]([O:8][CH:9]2[CH2:14][CH2:13][NH:12][CH2:11][CH2:10]2)[CH:5]=[CH:6][CH:7]=1. The catalyst class is: 2. (5) The catalyst class is: 22. Product: [CH:1]1([N:8]2[C:13]3[N:14]=[C:15]([S:19]([CH3:20])=[O:29])[N:16]=[C:17]([CH3:18])[C:12]=3[CH:11]=[CH:10][C:9]2=[O:21])[CH2:2][CH2:3][CH2:4][CH2:5][CH2:6][CH2:7]1. Reactant: [CH:1]1([N:8]2[C:13]3[N:14]=[C:15]([S:19][CH3:20])[N:16]=[C:17]([CH3:18])[C:12]=3[CH:11]=[CH:10][C:9]2=[O:21])[CH2:7][CH2:6][CH2:5][CH2:4][CH2:3][CH2:2]1.C1(S(N2C(C3C=CC=CC=3)O2)(=O)=[O:29])C=CC=CC=1. (6) Reactant: [CH:1]1([C:4]2[CH:5]=[C:6]([CH:21]=[C:22]([O:24][C:25]3[CH:30]=[CH:29][C:28]([C:31]([F:34])([F:33])[F:32])=[CH:27][N:26]=3)[CH:23]=2)[CH:7]=[C:8]2[CH2:13][CH2:12][N:11](C(OC(C)(C)C)=O)[CH2:10][CH2:9]2)[CH2:3][CH2:2]1.FC(F)(F)C(O)=O. Product: [CH:1]1([C:4]2[CH:23]=[C:22]([CH:21]=[C:6]([CH:7]=[C:8]3[CH2:9][CH2:10][NH:11][CH2:12][CH2:13]3)[CH:5]=2)[O:24][C:25]2[CH:30]=[CH:29][C:28]([C:31]([F:34])([F:32])[F:33])=[CH:27][N:26]=2)[CH2:2][CH2:3]1. The catalyst class is: 2.